From a dataset of Reaction yield outcomes from USPTO patents with 853,638 reactions. Predict the reaction yield, written as a fraction of the theoretical maximum amount of product (1.0 means a 100% yield; for example, 0.34 means a 34% yield). The reactants are [CH3:1][NH:2][CH2:3][CH2:4][C:5]#[C:6][C:7]1[CH:12]=[CH:11][CH:10]=[CH:9][N:8]=1.[Cl:13][C:14]1[CH:15]=[C:16]([CH:20]=[CH:21][CH:22]=1)[C:17](Cl)=[O:18]. No catalyst specified. The product is [Cl:13][C:14]1[CH:15]=[C:16]([CH:20]=[CH:21][CH:22]=1)[C:17]([N:2]([CH3:1])[CH2:3][CH2:4][C:5]#[C:6][C:7]1[CH:12]=[CH:11][CH:10]=[CH:9][N:8]=1)=[O:18]. The yield is 0.600.